Dataset: Full USPTO retrosynthesis dataset with 1.9M reactions from patents (1976-2016). Task: Predict the reactants needed to synthesize the given product. (1) Given the product [NH:15]1[C:23]2[C:18](=[CH:19][C:20]([CH:24]=[C:8]3[C:7]4[C:11](=[CH:12][CH:13]=[C:5]([S:2]([NH2:1])(=[O:4])=[O:3])[CH:6]=4)[NH:10][C:9]3=[O:14])=[CH:21][CH:22]=2)[CH:17]=[CH:16]1, predict the reactants needed to synthesize it. The reactants are: [NH2:1][S:2]([C:5]1[CH:6]=[C:7]2[C:11](=[CH:12][CH:13]=1)[NH:10][C:9](=[O:14])[CH2:8]2)(=[O:4])=[O:3].[NH:15]1[C:23]2[C:18](=[CH:19][C:20]([CH:24]=O)=[CH:21][CH:22]=2)[CH:17]=[CH:16]1. (2) Given the product [CH2:18]([O:20][C:21]([C:22]1[C:23](=[O:24])[NH:1][C:2]2[C:3](=[CH:5][CH:6]=[C:7]([O:9][CH3:10])[CH:8]=2)[N:4]=1)=[O:29])[CH3:19], predict the reactants needed to synthesize it. The reactants are: [NH2:1][C:2]1[CH:8]=[C:7]([O:9][CH3:10])[CH:6]=[CH:5][C:3]=1[NH2:4].C(N(CC)CC)C.[CH2:18]([O:20][C:21](=[O:29])[CH:22](Br)[C:23](OCC)=[O:24])[CH3:19].Cl. (3) Given the product [C:1]([O:5][C@@H:6]([C:12]1[C:13]([CH3:56])=[N:14][C:15]2[N:16]([N:50]=[C:51]([CH2:53][OH:54])[CH:52]=2)[C:17]=1[N:18]1[CH2:23][CH2:22][C:21]([O:25][CH2:26][CH2:27][CH2:28][CH2:29][C@H:30]([O:32][Si:33]([C:46]([CH3:49])([CH3:48])[CH3:47])([C:40]2[CH:41]=[CH:42][CH:43]=[CH:44][CH:45]=2)[C:34]2[CH:35]=[CH:36][CH:37]=[CH:38][CH:39]=2)[CH3:31])([CH3:24])[CH2:20][CH2:19]1)[C:7]([O:9][CH2:10][CH3:11])=[O:8])([CH3:2])([CH3:3])[CH3:4], predict the reactants needed to synthesize it. The reactants are: [C:1]([O:5][C@@H:6]([C:12]1[C:13]([CH3:56])=[N:14][C:15]2[N:16]([N:50]=[C:51]([C:53](O)=[O:54])[CH:52]=2)[C:17]=1[N:18]1[CH2:23][CH2:22][C:21]([O:25][CH2:26][CH2:27][CH2:28][CH2:29][C@H:30]([O:32][Si:33]([C:46]([CH3:49])([CH3:48])[CH3:47])([C:40]2[CH:45]=[CH:44][CH:43]=[CH:42][CH:41]=2)[C:34]2[CH:39]=[CH:38][CH:37]=[CH:36][CH:35]=2)[CH3:31])([CH3:24])[CH2:20][CH2:19]1)[C:7]([O:9][CH2:10][CH3:11])=[O:8])([CH3:4])([CH3:3])[CH3:2].CCN(CC)CC.C(Cl)(=O)OCC.[BH4-].[Na+]. (4) Given the product [CH3:12][N:13]([CH:22]1[CH2:27][CH2:26][N:25]([C:2]2[C:3]3[C:10]([CH3:11])=[CH:9][NH:8][C:4]=3[N:5]=[CH:6][N:7]=2)[CH2:24][CH2:23]1)[C:14](=[O:21])[C:15]1[CH:20]=[CH:19][CH:18]=[CH:17][CH:16]=1, predict the reactants needed to synthesize it. The reactants are: Cl[C:2]1[C:3]2[C:10]([CH3:11])=[CH:9][NH:8][C:4]=2[N:5]=[CH:6][N:7]=1.[CH3:12][N:13]([CH:22]1[CH2:27][CH2:26][NH:25][CH2:24][CH2:23]1)[C:14](=[O:21])[C:15]1[CH:20]=[CH:19][CH:18]=[CH:17][CH:16]=1. (5) Given the product [F:1][C:2]1[CH:25]=[CH:24][CH:23]=[C:22]([F:26])[C:3]=1[C:4]([NH:6][C:7]1[C:8]([C:12]2[NH:16][C:15]3[CH:17]=[CH:18][C:19]([OH:21])=[C:20]([CH2:29][N:30]4[CH2:35][CH2:34][N:33]([CH3:27])[CH2:32][CH2:31]4)[C:14]=3[N:13]=2)=[N:9][NH:10][CH:11]=1)=[O:5], predict the reactants needed to synthesize it. The reactants are: [F:1][C:2]1[CH:25]=[CH:24][CH:23]=[C:22]([F:26])[C:3]=1[C:4]([NH:6][C:7]1[C:8]([C:12]2[NH:16][C:15]3[CH:17]=[CH:18][C:19]([OH:21])=[CH:20][C:14]=3[N:13]=2)=[N:9][NH:10][CH:11]=1)=[O:5].[CH2:27]=O.[CH3:29][N:30]1[CH2:35][CH2:34][NH:33][CH2:32][CH2:31]1.